From a dataset of Full USPTO retrosynthesis dataset with 1.9M reactions from patents (1976-2016). Predict the reactants needed to synthesize the given product. (1) Given the product [C:9](/[C:8](=[C:11]1/[NH:12][C:13]2[CH:21]=[CH:20][CH:19]=[CH:18][C:14]=2[N:15]/1[CH2:16][CH3:17])/[C:6]1[C:5]([CH3:22])=[CH:4][N:3]=[C:2]([NH:1][C:29](=[O:30])[CH2:28][CH2:27][CH2:26][N:25]([CH3:32])[CH3:24])[N:7]=1)#[N:10], predict the reactants needed to synthesize it. The reactants are: [NH2:1][C:2]1[N:7]=[C:6](/[C:8](=[C:11]2\[NH:12][C:13]3[CH:21]=[CH:20][CH:19]=[CH:18][C:14]=3[N:15]\2[CH2:16][CH3:17])/[C:9]#[N:10])[C:5]([CH3:22])=[CH:4][N:3]=1.Cl.[CH3:24][N:25]([CH3:32])[CH2:26][CH2:27][CH2:28][C:29](O)=[O:30]. (2) Given the product [Cl:15][C:16]1[CH:17]=[CH:18][C:19]([CH2:22][O:1][C:2]2[CH:7]=[N:6][N:5]([CH:8]3[CH2:13][CH2:12][CH2:11][CH2:10][O:9]3)[C:4](=[O:14])[CH:3]=2)=[N:20][CH:21]=1, predict the reactants needed to synthesize it. The reactants are: [OH:1][C:2]1[CH:7]=[N:6][N:5]([CH:8]2[CH2:13][CH2:12][CH2:11][CH2:10][O:9]2)[C:4](=[O:14])[CH:3]=1.[Cl:15][C:16]1[CH:17]=[CH:18][C:19]([CH2:22]O)=[N:20][CH:21]=1.C1(P(C2C=CC=CC=2)C2C=CC=CC=2)C=CC=CC=1.N(C(OC(C)C)=O)=NC(OC(C)C)=O. (3) Given the product [N+:30]([C:25]1[CH:24]([CH3:33])[CH:22]2[CH2:23][C:19]([CH2:18][N:15]3[CH2:16][CH2:17][N:12]([C:9]4[CH:8]=[CH:7][C:6]([N:1]5[CH:5]=[CH:4][N:3]=[CH:2]5)=[CH:11][CH:10]=4)[CH2:13][CH2:14]3)([CH3:34])[O:20][C:21]2=[C:27]([CH3:28])[C:26]=1[CH3:29])([O-:32])=[O:31], predict the reactants needed to synthesize it. The reactants are: [N:1]1([C:6]2[CH:11]=[CH:10][C:9]([N:12]3[CH2:17][CH2:16][NH:15][CH2:14][CH2:13]3)=[CH:8][CH:7]=2)[CH:5]=[CH:4][N:3]=[CH:2]1.[CH3:18][C:19]1([CH:34]=O)[CH2:23][CH:22]2[CH:24]([CH3:33])[C:25]([N+:30]([O-:32])=[O:31])=[C:26]([CH3:29])[C:27]([CH3:28])=[C:21]2[O:20]1.C(O[BH-](OC(=O)C)OC(=O)C)(=O)C.[Na+].C(=O)([O-])O.[Na+]. (4) Given the product [Br:5][C:6]1[CH:7]=[CH:8][C:9]([O:17][CH3:18])=[C:10]2[C:15]=1[O:14][CH2:13][C@H:12]([N:23]([CH3:22])[CH3:1])[CH2:11]2, predict the reactants needed to synthesize it. The reactants are: [C:1](O)(=O)C.[Br:5][C:6]1[CH:7]=[CH:8][C:9]([O:17][CH3:18])=[C:10]2[C:15]=1[O:14][CH2:13][C@H:12](N)[CH2:11]2.C=O.[BH3-][C:22]#[N:23].[Na+].